The task is: Predict the reactants needed to synthesize the given product.. This data is from Full USPTO retrosynthesis dataset with 1.9M reactions from patents (1976-2016). Given the product [CH3:1][S:2]([C:5]1[N:6]=[CH:7][C:8]([NH2:13])=[C:9]([O:11][CH3:12])[CH:10]=1)(=[O:4])=[O:3], predict the reactants needed to synthesize it. The reactants are: [CH3:1][S:2]([C:5]1[CH:10]=[C:9]([O:11][CH3:12])[C:8]([N+:13]([O-])=O)=[CH:7][N:6]=1)(=[O:4])=[O:3].O.Cl.